Task: Binary Classification. Given a miRNA mature sequence and a target amino acid sequence, predict their likelihood of interaction.. Dataset: Experimentally validated miRNA-target interactions with 360,000+ pairs, plus equal number of negative samples The miRNA is hsa-miR-4762-3p with sequence CUUCUGAUCAAGAUUUGUGGUG. The protein sequence of the target gene is MAGEDVGAPPDHLWVHQEGIYRDEYQRTWVAVVEEETSFLRARVQQIQVPLGDAARPSHLLTSQLPLMWQLYPEERYMDNNSRLWQIQHHLMVRGVQELLLKLLPDD. Result: 0 (no interaction).